From a dataset of Forward reaction prediction with 1.9M reactions from USPTO patents (1976-2016). Predict the product of the given reaction. (1) Given the reactants [F:1][C:2]1[CH:15]=[C:14]([N+:16]([O-:18])=[O:17])[CH:13]=[CH:12][C:3]=1[O:4][C:5]1[CH:10]=[CH:9][N:8]=[C:7]([NH2:11])[CH:6]=1.Cl[C:20](OC1C=CC=CC=1)=[O:21].Cl.Cl.[N:31]1([CH2:35][CH:36]2[CH2:41][CH2:40][NH:39][CH2:38][CH2:37]2)[CH2:34][CH2:33][CH2:32]1, predict the reaction product. The product is: [F:1][C:2]1[CH:15]=[C:14]([N+:16]([O-:18])=[O:17])[CH:13]=[CH:12][C:3]=1[O:4][C:5]1[CH:10]=[CH:9][N:8]=[C:7]([NH:11][C:20]([N:39]2[CH2:40][CH2:41][CH:36]([CH2:35][N:31]3[CH2:34][CH2:33][CH2:32]3)[CH2:37][CH2:38]2)=[O:21])[CH:6]=1. (2) Given the reactants Br[C:2]1[CH:11]=[CH:10][C:9]2[N:8]=[CH:7][C:6]3[N:12]([CH3:29])[C:13](=[N:26][C:27]#[N:28])[N:14]([C:15]4[CH:20]=[CH:19][C:18]([C:21]([C:24]#[N:25])([CH3:23])[CH3:22])=[CH:17][CH:16]=4)[C:5]=3[C:4]=2[CH:3]=1.[F:30][C:31]1[CH:36]=[C:35]([F:37])[CH:34]=[CH:33][C:32]=1[S:38]([NH:41][C:42]1[C:43]([O:57][CH3:58])=[N:44][CH:45]=[C:46](B2OC(C)(C)C(C)(C)O2)[CH:47]=1)(=[O:40])=[O:39].C(=O)([O-])[O-].[Na+].[Na+], predict the reaction product. The product is: [C:27]([N:26]=[C:13]1[N:12]([CH3:29])[C:6]2[CH:7]=[N:8][C:9]3[CH:10]=[CH:11][C:2]([C:46]4[CH:47]=[C:42]([NH:41][S:38]([C:32]5[CH:33]=[CH:34][C:35]([F:37])=[CH:36][C:31]=5[F:30])(=[O:40])=[O:39])[C:43]([O:57][CH3:58])=[N:44][CH:45]=4)=[CH:3][C:4]=3[C:5]=2[N:14]1[C:15]1[CH:16]=[CH:17][C:18]([C:21]([C:24]#[N:25])([CH3:22])[CH3:23])=[CH:19][CH:20]=1)#[N:28]. (3) Given the reactants [NH:1]([C:14]([O:16][C:17]([CH3:20])([CH3:19])[CH3:18])=[O:15])[C@@H:2]([C:11]([OH:13])=O)[CH2:3][C:4]1[CH:9]=[CH:8][C:7]([Cl:10])=[CH:6][CH:5]=1.CCN=C=NCCCN(C)C.CI.C1C=NC2N(O)N=NC=2C=1.[NH:44]1[CH2:49][CH2:48][CH2:47][CH2:46][CH:45]1[N:50]1[CH2:55][CH2:54][NH:53][CH2:52][CH2:51]1, predict the reaction product. The product is: [Cl:10][C:7]1[CH:6]=[CH:5][C:4]([CH2:3][C@@H:2]([NH:1][C:14]([O:16][C:17]([CH3:20])([CH3:19])[CH3:18])=[O:15])[C:11](=[O:13])[N:53]2[CH2:54][CH2:55][N:50]([C:45]3[CH:46]=[CH:47][CH:48]=[CH:49][N:44]=3)[CH2:51][CH2:52]2)=[CH:9][CH:8]=1. (4) Given the reactants [C:9]1(P(N=[N+]=[N-])([C:9]2[CH:14]=[CH:13][CH:12]=[CH:11][CH:10]=2)=O)[CH:14]=[CH:13][CH:12]=[CH:11][CH:10]=1.C(N([CH2:23][CH3:24])CC)C.[N-:25]=[C:26]=[O:27].[NH2:28][C:29]1[C:38]2[C:33](=[CH:34][CH:35]=[CH:36][CH:37]=2)[C:32]([C:39]2[CH:40]=[CH:41][C:42]([CH2:45][N:46]3[CH2:51][CH2:50][O:49][CH2:48][CH2:47]3)=[N:43][CH:44]=2)=[CH:31][CH:30]=1.[CH3:52]OCCOC, predict the reaction product. The product is: [CH:9]1([CH:24]2[CH2:23][CH:52]2[NH:25][C:26]([NH:28][C:29]2[C:38]3[C:33](=[CH:34][CH:35]=[CH:36][CH:37]=3)[C:32]([C:39]3[CH:44]=[N:43][C:42]([CH2:45][N:46]4[CH2:47][CH2:48][O:49][CH2:50][CH2:51]4)=[CH:41][CH:40]=3)=[CH:31][CH:30]=2)=[O:27])[CH2:10][CH2:11][CH2:12][CH2:13][CH2:14]1. (5) Given the reactants [Cl:1][C:2]1[C:10]2[C:5](=[CH:6][C:7]([S:11]([N:14]3[CH2:19][C:18](=[O:20])[N:17]([CH2:21][CH:22]4[CH2:27][CH2:26][N:25]([C:28]5[CH:33]=[CH:32][C:31](=[O:34])[N:30]([CH3:35])[N:29]=5)[CH2:24][CH2:23]4)[CH:16]([C:36](O)=[O:37])[CH2:15]3)(=[O:13])=[O:12])=[CH:8][CH:9]=2)[NH:4][CH:3]=1.[CH2:39]([N:41](CC)CC)[CH3:40].Cl.C(N)C.F[P-](F)(F)(F)(F)F.N1C2C=CC=C(O[P+](N3CCCC3)(N3CCCC3)N3CCCC3)C=2N=N1.F[P-](F)(F)(F)(F)F.N1(O[P+](N2CCCC2)(N2CCCC2)N2CCCC2)C2C=CC=CC=2N=N1, predict the reaction product. The product is: [CH2:39]([NH:41][C:36]([CH:16]1[CH2:15][N:14]([S:11]([C:7]2[CH:6]=[C:5]3[C:10]([C:2]([Cl:1])=[CH:3][NH:4]3)=[CH:9][CH:8]=2)(=[O:12])=[O:13])[CH2:19][C:18](=[O:20])[N:17]1[CH2:21][CH:22]1[CH2:27][CH2:26][N:25]([C:28]2[CH:33]=[CH:32][C:31](=[O:34])[N:30]([CH3:35])[N:29]=2)[CH2:24][CH2:23]1)=[O:37])[CH3:40]. (6) Given the reactants [CH2:1]1[O:10][C:9]2[CH:8]=[CH:7][C:5]([NH2:6])=[CH:4][C:3]=2[O:2]1.Br[C:12]1[CH:17]=[CH:16][C:15]2[O:18][CH2:19][O:20][C:14]=2[CH:13]=1.CC(C)([O-])C.[Na+], predict the reaction product. The product is: [O:10]1[C:9]2[CH:8]=[CH:7][C:5]([NH:6][C:12]3[CH:17]=[CH:16][C:15]4[O:18][CH2:19][O:20][C:14]=4[CH:13]=3)=[CH:4][C:3]=2[O:2][CH2:1]1.